From a dataset of Reaction yield outcomes from USPTO patents with 853,638 reactions. Predict the reaction yield, written as a fraction of the theoretical maximum amount of product (1.0 means a 100% yield; for example, 0.34 means a 34% yield). (1) The product is [Br:11][C:10]1[C:9]([CH3:12])=[C:8]([CH:13]([O:16][CH3:17])[O:14][CH3:15])[S:7][C:6]=1[C:19]([F:21])=[CH2:20]. The catalyst is [Ni](Cl)Cl.C1(C)C=CC=CC=1. The yield is 0.950. The reactants are C([Mg]Cl)C.Br[C:6]1[S:7][C:8]([CH:13]([O:16][CH3:17])[O:14][CH3:15])=[C:9]([CH3:12])[C:10]=1[Br:11].Br[C:19]([F:21])=[CH2:20]. (2) The reactants are [CH3:1][C:2]1[CH:12]=[CH:11][C:10]([N:13]2[CH2:18][CH2:17][NH:16][CH2:15][CH2:14]2)=[CH:9][C:3]=1[C:4]([O:6][CH2:7][CH3:8])=[O:5].C(=O)([O-])[O-].[K+].[K+].[F:25][C:26]([F:49])([F:48])[CH2:27][NH:28][C:29]([C:31]1([CH2:44][CH2:45][CH2:46]Br)[C:43]2[CH:42]=[CH:41][CH:40]=[CH:39][C:38]=2[C:37]2[C:32]1=[CH:33][CH:34]=[CH:35][CH:36]=2)=[O:30]. The catalyst is CN(C=O)C.C(OCC)(=O)C. The product is [F:25][C:26]([F:48])([F:49])[CH2:27][NH:28][C:29]([C:31]1([CH2:44][CH2:45][CH2:46][N:16]2[CH2:15][CH2:14][N:13]([C:10]3[CH:11]=[CH:12][C:2]([CH3:1])=[C:3]([CH:9]=3)[C:4]([O:6][CH2:7][CH3:8])=[O:5])[CH2:18][CH2:17]2)[C:43]2[CH:42]=[CH:41][CH:40]=[CH:39][C:38]=2[C:37]2[C:32]1=[CH:33][CH:34]=[CH:35][CH:36]=2)=[O:30]. The yield is 0.590.